Regression. Given two drug SMILES strings and cell line genomic features, predict the synergy score measuring deviation from expected non-interaction effect. From a dataset of NCI-60 drug combinations with 297,098 pairs across 59 cell lines. (1) Drug 1: CCCCCOC(=O)NC1=NC(=O)N(C=C1F)C2C(C(C(O2)C)O)O. Drug 2: CC(C)(C#N)C1=CC(=CC(=C1)CN2C=NC=N2)C(C)(C)C#N. Cell line: MCF7. Synergy scores: CSS=-10.2, Synergy_ZIP=4.06, Synergy_Bliss=-3.87, Synergy_Loewe=-11.6, Synergy_HSA=-12.9. (2) Drug 1: CC1=C2C(C(=O)C3(C(CC4C(C3C(C(C2(C)C)(CC1OC(=O)C(C(C5=CC=CC=C5)NC(=O)C6=CC=CC=C6)O)O)OC(=O)C7=CC=CC=C7)(CO4)OC(=O)C)O)C)OC(=O)C. Drug 2: C1CC(CCC1OC2=C(C(=CC=C2)Cl)F)(CC3=NC(=CC=C3)NC4=NC=CS4)C(=O)O. Cell line: SW-620. Synergy scores: CSS=60.7, Synergy_ZIP=4.57, Synergy_Bliss=4.53, Synergy_Loewe=4.71, Synergy_HSA=7.92.